This data is from Catalyst prediction with 721,799 reactions and 888 catalyst types from USPTO. The task is: Predict which catalyst facilitates the given reaction. (1) Reactant: [C:1](Cl)(=[O:4])[CH:2]=[CH2:3].[NH2:6][C:7]1[C:8]([N:33]2[CH2:36][CH:35]([N:37]([CH3:39])[CH3:38])[CH2:34]2)=[CH:9][C:10]([O:31][CH3:32])=[C:11]([NH:13][C:14]2[N:19]=[C:18]([C:20]3[CH:21]=[N:22][N:23]4[CH:28]=[CH:27][CH:26]=[CH:25][C:24]=34)[C:17]([C:29]#[N:30])=[CH:16][N:15]=2)[CH:12]=1. Product: [C:29]([C:17]1[C:18]([C:20]2[CH:21]=[N:22][N:23]3[CH:28]=[CH:27][CH:26]=[CH:25][C:24]=23)=[N:19][C:14]([NH:13][C:11]2[C:10]([O:31][CH3:32])=[CH:9][C:8]([N:33]3[CH2:36][CH:35]([N:37]([CH3:38])[CH3:39])[CH2:34]3)=[C:7]([NH:6][C:1](=[O:4])[CH:2]=[CH2:3])[CH:12]=2)=[N:15][CH:16]=1)#[N:30]. The catalyst class is: 61. (2) Reactant: [N:1]1[CH:2]=[CH:3][N:4]2[CH:9]=[CH:8][C:7]([NH2:10])=[N:6][C:5]=12.Br[C:12]1[C:13](=[O:20])[N:14]([CH3:19])[CH:15]=[C:16]([Br:18])[CH:17]=1.CC1(C)C2C(=C(P(C3C=CC=CC=3)C3C=CC=CC=3)C=CC=2)OC2C(P(C3C=CC=CC=3)C3C=CC=CC=3)=CC=CC1=2.C([O-])([O-])=O.[Cs+].[Cs+]. Product: [Br:18][C:16]1[CH:17]=[C:12]([NH:10][C:7]2[CH:8]=[CH:9][N:4]3[CH:3]=[CH:2][N:1]=[C:5]3[N:6]=2)[C:13](=[O:20])[N:14]([CH3:19])[CH:15]=1. The catalyst class is: 102. (3) Reactant: [CH3:1][C:2]12[C:23](=[O:24])[CH2:22][CH2:21][CH:3]1[CH:4]1[C:9]([CH2:10][CH2:11]2)=[C:8]([CH2:12][CH2:13][C:14]2([CH3:19])[O:18][CH2:17][CH2:16][O:15]2)[C:7](=[O:20])[CH2:6][O:5]1.C(=O)(O)[O-:26].[Na+]. Product: [CH3:1][C:2]12[C:23](=[O:24])[CH2:22][CH2:21][CH:3]1[CH:4]1[CH:9]3[CH:10]([O:26][C:8]3([CH2:12][CH2:13][C:14]3([CH3:19])[O:15][CH2:16][CH2:17][O:18]3)[C:7](=[O:20])[CH2:6][O:5]1)[CH2:11]2. The catalyst class is: 4. (4) Reactant: [Cl:1][C:2]1[C:10]([CH3:11])=[C:9]2[C:5]([C:6]([C:20]3[CH:25]=[CH:24][C:23]([OH:26])=[CH:22][CH:21]=3)([C:13]3[CH:18]=[CH:17][C:16]([OH:19])=[CH:15][CH:14]=3)[C:7](=[O:12])[NH:8]2)=[CH:4][C:3]=1[N+:27]([O-])=O. Product: [NH2:27][C:3]1[CH:4]=[C:5]2[C:9](=[C:10]([CH3:11])[C:2]=1[Cl:1])[NH:8][C:7](=[O:12])[C:6]2([C:13]1[CH:18]=[CH:17][C:16]([OH:19])=[CH:15][CH:14]=1)[C:20]1[CH:21]=[CH:22][C:23]([OH:26])=[CH:24][CH:25]=1. The catalyst class is: 19.